From a dataset of Full USPTO retrosynthesis dataset with 1.9M reactions from patents (1976-2016). Predict the reactants needed to synthesize the given product. (1) Given the product [C:19]([O:15][CH2:14][CH2:13][N:7]1[CH:6]=[CH:5][C:4]2[C:9](=[CH:10][CH:11]=[C:2]([Cl:1])[C:3]=2[N+:16]([O-:18])=[O:17])[C:8]1=[O:12])(=[O:21])[CH3:20], predict the reactants needed to synthesize it. The reactants are: [Cl:1][C:2]1[C:3]([N+:16]([O-:18])=[O:17])=[C:4]2[C:9](=[CH:10][CH:11]=1)[C:8](=[O:12])[N:7]([CH2:13][CH2:14][OH:15])[CH:6]=[CH:5]2.[C:19](OC(=O)C)(=[O:21])[CH3:20].N1C=CC=CC=1.C(Cl)Cl. (2) Given the product [N:27]1([C:24]2[CH:23]=[CH:22][C:21]([NH:20][C:2]3[N:3]=[C:4]([N:11]4[CH2:16][CH2:15][CH:14]([C:17]([NH2:19])=[O:18])[CH2:13][CH2:12]4)[C:5]4[CH:10]=[CH:9][NH:8][C:6]=4[N:7]=3)=[CH:26][CH:25]=2)[CH2:28][CH2:29][NH:30][CH2:31][CH2:32]1.[C:33]([N:30]1[CH2:29][CH2:28][N:27]([C:24]2[CH:25]=[CH:26][C:21]([NH:20][C:2]3[N:3]=[C:4]([N:11]4[CH2:16][CH2:15][CH:14]([C:17]([NH2:19])=[O:18])[CH2:13][CH2:12]4)[C:5]4[CH:10]=[CH:9][NH:8][C:6]=4[N:7]=3)=[CH:22][CH:23]=2)[CH2:32][CH2:31]1)(=[O:35])[CH3:34], predict the reactants needed to synthesize it. The reactants are: Cl[C:2]1[N:3]=[C:4]([N:11]2[CH2:16][CH2:15][CH:14]([C:17]([NH2:19])=[O:18])[CH2:13][CH2:12]2)[C:5]2[CH:10]=[CH:9][NH:8][C:6]=2[N:7]=1.[NH2:20][C:21]1[CH:26]=[CH:25][C:24]([N:27]2[CH2:32][CH2:31][N:30]([C:33](=[O:35])[CH3:34])[CH2:29][CH2:28]2)=[CH:23][CH:22]=1.C[Si](Cl)(C)C. (3) Given the product [F:29][C:30]1[CH:36]=[CH:35][C:33]([NH:34][C:19]([C:15]2[C:16]3[C:11](=[CH:10][C:9]([O:8][C:6]4[CH:5]=[CH:4][N:3]=[C:2]([NH2:1])[N:7]=4)=[CH:18][CH:17]=3)[CH:12]=[CH:13][CH:14]=2)=[O:20])=[CH:32][C:31]=1[C:37]([F:38])([F:39])[F:40], predict the reactants needed to synthesize it. The reactants are: [NH2:1][C:2]1[N:7]=[C:6]([O:8][C:9]2[CH:10]=[C:11]3[C:16](=[CH:17][CH:18]=2)[C:15]([C:19](O)=[O:20])=[CH:14][CH:13]=[CH:12]3)[CH:5]=[CH:4][N:3]=1.CCN(CC)CC.[F:29][C:30]1[CH:36]=[CH:35][C:33]([NH2:34])=[CH:32][C:31]=1[C:37]([F:40])([F:39])[F:38].CCCP(=O)=O. (4) Given the product [F:38][C:2]([F:1])([F:37])[C:3]1[CH:4]=[C:5]([CH:30]=[C:31]([C:33]([F:34])([F:35])[F:36])[CH:32]=1)[CH2:6][N:7]([CH2:14][C:15]1[CH:20]=[C:19]([C:21]([F:24])([F:23])[F:22])[CH:18]=[CH:17][C:16]=1[C:25]1([O:29][CH3:41])[CH2:26][CH2:27][CH2:28]1)[C:8]1[N:9]=[N:10][N:11]([CH3:13])[N:12]=1, predict the reactants needed to synthesize it. The reactants are: [F:1][C:2]([F:38])([F:37])[C:3]1[CH:4]=[C:5]([CH:30]=[C:31]([C:33]([F:36])([F:35])[F:34])[CH:32]=1)[CH2:6][N:7]([CH2:14][C:15]1[CH:20]=[C:19]([C:21]([F:24])([F:23])[F:22])[CH:18]=[CH:17][C:16]=1[C:25]1([OH:29])[CH2:28][CH2:27][CH2:26]1)[C:8]1[N:9]=[N:10][N:11]([CH3:13])[N:12]=1.[H-].[Na+].[CH3:41]I. (5) The reactants are: [F:1][C:2]1[CH:10]=[C:9]([CH3:11])[C:5]([C:6]([OH:8])=O)=[CH:4][N:3]=1.[CH3:12][C:13]1[CH:18]=[C:17]([CH3:19])[CH:16]=[CH:15][C:14]=1[N:20]1[CH2:25][CH2:24][NH:23][CH2:22][CH2:21]1. Given the product [CH3:12][C:13]1[CH:18]=[C:17]([CH3:19])[CH:16]=[CH:15][C:14]=1[N:20]1[CH2:21][CH2:22][N:23]([C:6]([C:5]2[CH:4]=[N:3][C:2]([F:1])=[CH:10][C:9]=2[CH3:11])=[O:8])[CH2:24][CH2:25]1, predict the reactants needed to synthesize it.